This data is from Reaction yield outcomes from USPTO patents with 853,638 reactions. The task is: Predict the reaction yield, written as a fraction of the theoretical maximum amount of product (1.0 means a 100% yield; for example, 0.34 means a 34% yield). (1) The reactants are [CH3:1][N:2]([CH3:25])[S:3]([N:6]1[C:10](SC2C=CC=CC=2)=[CH:9][N:8]=[C:7]1[Si:18]([C:21]([CH3:24])([CH3:23])[CH3:22])([CH3:20])[CH3:19])(=[O:5])=[O:4].C1C[O:29][CH2:28]C1. The catalyst is C(OCC)C. The product is [CH3:25][N:2]([CH3:1])[S:3]([N:6]1[C:10]([CH:28]=[O:29])=[CH:9][N:8]=[C:7]1[Si:18]([C:21]([CH3:23])([CH3:24])[CH3:22])([CH3:19])[CH3:20])(=[O:5])=[O:4]. The yield is 0.980. (2) The reactants are [CH2:1]([O:8][C:9]1[C:14]([CH2:15][N:16]2[CH2:25][CH2:24][C:23]3[C:18](=[C:19]([Cl:28])[C:20](Br)=[CH:21][C:22]=3[Cl:26])[C:17]2=[O:29])=[C:13]([CH3:30])[CH:12]=[C:11]([CH3:31])[N:10]=1)[C:2]1[CH:7]=[CH:6][CH:5]=[CH:4][CH:3]=1.[CH3:32][C:33]1[C:37](B2OC(C)(C)C(C)(C)O2)=[C:36]([CH3:47])[O:35][N:34]=1.[F-].[Cs+]. The catalyst is O1CCOCC1.C1C=CC([P]([Pd]([P](C2C=CC=CC=2)(C2C=CC=CC=2)C2C=CC=CC=2)([P](C2C=CC=CC=2)(C2C=CC=CC=2)C2C=CC=CC=2)[P](C2C=CC=CC=2)(C2C=CC=CC=2)C2C=CC=CC=2)(C2C=CC=CC=2)C2C=CC=CC=2)=CC=1. The product is [CH2:1]([O:8][C:9]1[C:14]([CH2:15][N:16]2[CH2:25][CH2:24][C:23]3[C:18](=[C:19]([Cl:28])[C:20]([C:37]4[C:33]([CH3:32])=[N:34][O:35][C:36]=4[CH3:47])=[CH:21][C:22]=3[Cl:26])[C:17]2=[O:29])=[C:13]([CH3:30])[CH:12]=[C:11]([CH3:31])[N:10]=1)[C:2]1[CH:7]=[CH:6][CH:5]=[CH:4][CH:3]=1. The yield is 0.780. (3) The reactants are C([O-])=O.[NH4+:4].C([N:8]([C:12]1[N:16]([C:17]2[CH:22]=[CH:21][CH:20]=[C:19]([Br:23])[CH:18]=2)[N:15]=[C:14]([C:24]([O:26][CH2:27][CH3:28])=[O:25])[C:13]=1[CH:29]=O)[C:9](=O)[CH3:10])(=O)C. The catalyst is C(O)(C)(C)C.C(OCC)(=O)C. The product is [Br:23][C:19]1[CH:18]=[C:17]([N:16]2[C:12]3=[N:8][C:9]([CH3:10])=[N:4][CH:29]=[C:13]3[C:14]([C:24]([O:26][CH2:27][CH3:28])=[O:25])=[N:15]2)[CH:22]=[CH:21][CH:20]=1. The yield is 0.970. (4) The reactants are [Cl:1][C:2]1[CH:3]=[C:4]([N:8]2[N:12]=[N:11][C:10]([C@@H:13]3[N:17]4[C:18](=O)[CH2:19][NH:20][C:21](=O)[C@@H:16]4[CH2:15][CH2:14]3)=[N:9]2)[CH:5]=[CH:6][CH:7]=1.[H-].[H-].[H-].[H-].[Li+].[Al+3]. The catalyst is C1COCC1. The product is [Cl:1][C:2]1[CH:3]=[C:4]([N:8]2[N:12]=[N:11][C:10]([C@@H:13]3[N:17]4[CH2:18][CH2:19][NH:20][CH2:21][C@@H:16]4[CH2:15][CH2:14]3)=[N:9]2)[CH:5]=[CH:6][CH:7]=1. The yield is 0.427. (5) The reactants are [Cl:1][C:2]1[CH:3]=[CH:4][C:5]([CH3:28])=[C:6]([CH:8]([O:20][CH2:21][CH2:22][NH:23][C:24]([O:26][CH3:27])=[O:25])[C:9]2[CH:10]=[C:11]([CH:17]=[CH:18][CH:19]=2)[C:12]([O:14]CC)=[O:13])[CH:7]=1.[OH-].[Li+].O. The product is [Cl:1][C:2]1[CH:3]=[CH:4][C:5]([CH3:28])=[C:6]([CH:8]([O:20][CH2:21][CH2:22][NH:23][C:24]([O:26][CH3:27])=[O:25])[C:9]2[CH:10]=[C:11]([CH:17]=[CH:18][CH:19]=2)[C:12]([OH:14])=[O:13])[CH:7]=1. The yield is 0.840. The catalyst is CO. (6) The reactants are [I:1][C:2]1[CH:3]=[C:4]2[C:8](=[CH:9][CH:10]=1)[NH:7][C:6](=[O:11])[C:5]2=O.[CH3:13][S:14][C:15]1[CH:24]=[CH:23][C:18]([C:19]([NH:21][NH2:22])=[O:20])=[CH:17][CH:16]=1. The catalyst is C(O)(=O)C. The product is [I:1][C:2]1[CH:3]=[C:4]2[C:8](=[CH:9][CH:10]=1)[NH:7][C:6](=[O:11])[C:5]2=[N:22][NH:21][C:19](=[O:20])[C:18]1[CH:17]=[CH:16][C:15]([S:14][CH3:13])=[CH:24][CH:23]=1. The yield is 0.940. (7) The reactants are [F:1][C:2]1[CH:7]=[C:6]([N:8]2[CH2:13][CH2:12][O:11][CH2:10][CH2:9]2)[C:5]([F:14])=[CH:4][C:3]=1[NH:15][N:16]=[C:17]([C:22](=[O:26])[CH2:23][O:24][CH3:25])[C:18]([O:20][CH3:21])=[O:19].[CH3:27]OC(OC)N(C)C. No catalyst specified. The product is [F:1][C:2]1[CH:7]=[C:6]([N:8]2[CH2:13][CH2:12][O:11][CH2:10][CH2:9]2)[C:5]([F:14])=[CH:4][C:3]=1[N:15]1[CH:27]=[C:23]([O:24][CH3:25])[C:22](=[O:26])[C:17]([C:18]([O:20][CH3:21])=[O:19])=[N:16]1. The yield is 0.950. (8) The reactants are [N:1]1[C:10]2[C:5](=[CH:6][CH:7]=[CH:8][CH:9]=2)[C:4]([O:11][C:12]2[CH:13]=[C:14]3[C:19](=[CH:20][CH:21]=2)[C:18]([C:22]([OH:24])=O)=[CH:17][CH:16]=[CH:15]3)=[CH:3][CH:2]=1.[C:25]1([NH2:32])[CH:30]=[CH:29][CH:28]=[CH:27][C:26]=1[NH2:31]. No catalyst specified. The product is [NH2:31][C:26]1[CH:27]=[CH:28][CH:29]=[CH:30][C:25]=1[NH:32][C:22]([C:18]1[C:19]2[C:14](=[CH:13][C:12]([O:11][C:4]3[C:5]4[C:10](=[CH:9][CH:8]=[CH:7][CH:6]=4)[N:1]=[CH:2][CH:3]=3)=[CH:21][CH:20]=2)[CH:15]=[CH:16][CH:17]=1)=[O:24]. The yield is 0.880. (9) The reactants are [NH:1]([C:13]([O:15][C:16]([CH3:19])([CH3:18])[CH3:17])=[O:14])[C@@H:2]([C:10]([OH:12])=O)[CH2:3][CH:4]1[CH2:9][CH2:8][CH2:7][CH2:6][CH2:5]1.ON1C(=O)CCC1=O.C1(N=C=NC2CCCCC2)CCCCC1.[NH:43]1[CH2:50][CH2:49][CH2:48][C@H:44]1[C:45]([OH:47])=[O:46].C(N(CC)C(C)C)(C)C. The catalyst is ClCCl. The product is [NH:1]([C:13]([O:15][C:16]([CH3:19])([CH3:18])[CH3:17])=[O:14])[C@@H:2]([C:10]([N:43]1[CH2:50][CH2:49][CH2:48][C@H:44]1[C:45]([OH:47])=[O:46])=[O:12])[CH2:3][CH:4]1[CH2:5][CH2:6][CH2:7][CH2:8][CH2:9]1. The yield is 0.730. (10) The yield is 0.500. The catalyst is C(Cl)Cl.C(OCC)(=O)C. The product is [Br:52][C:49]1[CH:50]=[CH:51][C:46]([NH:45][C:44]2[C:39]([C:37]3[NH:32][C:33]([CH3:34])=[N:35][N:36]=3)=[CH:40][N:41]([CH3:56])[C:42](=[O:55])[C:43]=2[F:54])=[C:47]([F:53])[CH:48]=1. The reactants are C1C=CC(P(C2C=CC=CC=2)C2C=CC=CC=2)=CC=1.CCN(CC)CC.C(Cl)(Cl)(Cl)Cl.[NH:32]=[C:33]([NH:35][NH:36][C:37]([C:39]1[C:44]([NH:45][C:46]2[CH:51]=[CH:50][C:49]([Br:52])=[CH:48][C:47]=2[F:53])=[C:43]([F:54])[C:42](=[O:55])[N:41]([CH3:56])[CH:40]=1)=O)[CH3:34].